This data is from Peptide-MHC class I binding affinity with 185,985 pairs from IEDB/IMGT. The task is: Regression. Given a peptide amino acid sequence and an MHC pseudo amino acid sequence, predict their binding affinity value. This is MHC class I binding data. The peptide sequence is LQALSNLIL. The MHC is HLA-A01:01 with pseudo-sequence HLA-A01:01. The binding affinity (normalized) is 0.213.